Dataset: Forward reaction prediction with 1.9M reactions from USPTO patents (1976-2016). Task: Predict the product of the given reaction. (1) Given the reactants Br[C:2]1[CH:11]=[CH:10][C:5]([C:6]([O:8][CH3:9])=[O:7])=[C:4]([O:12][CH3:13])[CH:3]=1.[CH:14]1(B(O)O)[CH2:16][CH2:15]1, predict the reaction product. The product is: [CH:14]1([C:2]2[CH:11]=[CH:10][C:5]([C:6]([O:8][CH3:9])=[O:7])=[C:4]([O:12][CH3:13])[CH:3]=2)[CH2:16][CH2:15]1. (2) Given the reactants Br[C:2]1[CH:7]=[C:6]([F:8])[CH:5]=[C:4]([O:9][CH2:10][CH:11]2[CH2:16][CH2:15][CH2:14][CH2:13][CH2:12]2)[CH:3]=1.[CH2:17]([NH:20][C:21](=[O:26])[C:22]([F:25])([F:24])[F:23])[CH:18]=[CH2:19], predict the reaction product. The product is: [CH:11]1([CH2:10][O:9][C:4]2[CH:3]=[C:2](/[CH:19]=[CH:18]/[CH2:17][NH:20][C:21](=[O:26])[C:22]([F:25])([F:24])[F:23])[CH:7]=[C:6]([F:8])[CH:5]=2)[CH2:16][CH2:15][CH2:14][CH2:13][CH2:12]1. (3) Given the reactants [Br:1][C:2]1[CH:7]=[CH:6][C:5](I)=[C:4]([Cl:9])[C:3]=1[Cl:10].[Li]CCCC.[F:16][C:17]([F:26])([F:25])[C:18]1([C:21]([F:24])([F:23])[F:22])[CH2:20][O:19]1.[NH4+].[Cl-], predict the reaction product. The product is: [Br:1][C:2]1[CH:7]=[CH:6][C:5]([CH2:20][C:18]([OH:19])([C:17]([F:16])([F:25])[F:26])[C:21]([F:24])([F:23])[F:22])=[C:4]([Cl:9])[C:3]=1[Cl:10]. (4) Given the reactants C(N1C=CN=C1)(N1C=CN=C1)=O.[F:13][C:14]1[CH:31]=[CH:30][CH:29]=[CH:28][C:15]=1[NH:16][C:17]1[CH:25]=[C:24]([F:26])[C:23]([F:27])=[CH:22][C:18]=1[C:19]([OH:21])=O.Cl.[CH2:33]([O:40][NH2:41])[C:34]1[CH:39]=[CH:38][CH:37]=[CH:36][CH:35]=1.C(N(CC)CC)C, predict the reaction product. The product is: [F:13][C:14]1[CH:31]=[CH:30][CH:29]=[CH:28][C:15]=1[NH:16][C:17]1[CH:25]=[C:24]([F:26])[C:23]([F:27])=[CH:22][C:18]=1[C:19]([NH:41][O:40][CH2:33][C:34]1[CH:39]=[CH:38][CH:37]=[CH:36][CH:35]=1)=[O:21]. (5) Given the reactants [CH:1]([OH:40])([CH2:21][N:22]([S:24]([C:27]([C:30]([C:33]([C:36]([F:39])([F:38])[F:37])([F:35])[F:34])([F:32])[F:31])([F:29])[F:28])(=[O:26])=[O:25])[CH3:23])[CH2:2][N:3]([S:5]([C:8]([C:11]([C:14]([C:17]([F:20])([F:19])[F:18])([F:16])[F:15])([F:13])[F:12])([F:10])[F:9])(=[O:7])=[O:6])[CH3:4].[C:41]1(=[O:47])[O:46][C:44](=[O:45])[CH2:43][CH2:42]1, predict the reaction product. The product is: [CH:1]([O:40][C:41]([CH2:42][CH2:43][C:44]([OH:46])=[O:45])=[O:47])([CH2:2][N:3]([S:5]([C:8]([C:11]([C:14]([C:17]([F:20])([F:19])[F:18])([F:16])[F:15])([F:13])[F:12])([F:10])[F:9])(=[O:7])=[O:6])[CH3:4])[CH2:21][N:22]([S:24]([C:27]([C:30]([C:33]([C:36]([F:37])([F:39])[F:38])([F:34])[F:35])([F:31])[F:32])([F:29])[F:28])(=[O:26])=[O:25])[CH3:23]. (6) Given the reactants [CH3:1][N:2]1[C:6](OS(C(F)(F)C(F)(F)C(F)(F)C(F)(F)F)(=O)=O)=[CH:5][C:4]([Br:24])=[N:3]1.[F:25][C:26]([F:37])([F:36])[C:27]1[CH:32]=[CH:31][C:30](B(O)O)=[CH:29][CH:28]=1.C(=O)([O-])[O-].[Na+].[Na+].Cl, predict the reaction product. The product is: [CH3:1][N:2]1[C:6]([C:30]2[CH:31]=[CH:32][C:27]([C:26]([F:37])([F:36])[F:25])=[CH:28][CH:29]=2)=[CH:5][C:4]([Br:24])=[N:3]1. (7) Given the reactants [NH2:1][C:2]1[N:3]=[CH:4][S:5][C:6]=1[C:7]([NH:9][C:10]1[CH:20]=[CH:19][C:13]2[O:14][C:15]([F:18])([F:17])[O:16][C:12]=2[CH:11]=1)=[O:8].CS(O[CH2:26][C:27]1[CH:32]=[CH:31][N:30]=[C:29]([C:33]([NH:35][CH3:36])=[O:34])[CH:28]=1)(=O)=O.[I-].[Na+].FC(F)(F)C(O)=O.C([O-])(O)=O.[Na+], predict the reaction product. The product is: [F:17][C:15]1([F:18])[O:14][C:13]2[CH:19]=[CH:20][C:10]([NH:9][C:7]([C:6]3[S:5][CH:4]=[N:3][C:2]=3[NH:1][CH2:26][C:27]3[CH:32]=[CH:31][N:30]=[C:29]([C:33]([NH:35][CH3:36])=[O:34])[CH:28]=3)=[O:8])=[CH:11][C:12]=2[O:16]1.